From a dataset of Forward reaction prediction with 1.9M reactions from USPTO patents (1976-2016). Predict the product of the given reaction. (1) Given the reactants Br[C:2]1[N:7]=[CH:6][C:5]2[N:8]=[C:9]([CH3:14])[N:10]([CH:11]([CH3:13])[CH3:12])[C:4]=2[CH:3]=1.[Cl:15][C:16]1[N:21]=[C:20]([NH2:22])[CH:19]=[CH:18][N:17]=1.CC1(C)C2C(=C(P(C3C=CC=CC=3)C3C=CC=CC=3)C=CC=2)OC2C(P(C3C=CC=CC=3)C3C=CC=CC=3)=CC=CC1=2.C([O-])([O-])=O.[Cs+].[Cs+], predict the reaction product. The product is: [Cl:15][C:16]1[N:21]=[C:20]([NH:22][C:2]2[N:7]=[CH:6][C:5]3[N:8]=[C:9]([CH3:14])[N:10]([CH:11]([CH3:13])[CH3:12])[C:4]=3[CH:3]=2)[CH:19]=[CH:18][N:17]=1. (2) Given the reactants Cl.Cl.[Cl:3][C:4]1[CH:5]=[C:6]([N:10]2[C:25](=[O:26])[C:14]3[CH:15]=[N:16][C:17]4[C:18]([O:23][CH3:24])=[CH:19][CH:20]=[CH:21][C:22]=4[C:13]=3[N:12]([CH:27]3[CH2:32][CH2:31][NH:30][CH2:29][CH2:28]3)[C:11]2=[O:33])[CH:7]=[CH:8][CH:9]=1.Cl[C:35]([O:37][CH:38]([CH3:40])[CH3:39])=[O:36], predict the reaction product. The product is: [CH:38]([O:37][C:35]([N:30]1[CH2:31][CH2:32][CH:27]([N:12]2[C:13]3[C:22]4[CH:21]=[CH:20][CH:19]=[C:18]([O:23][CH3:24])[C:17]=4[N:16]=[CH:15][C:14]=3[C:25](=[O:26])[N:10]([C:6]3[CH:7]=[CH:8][CH:9]=[C:4]([Cl:3])[CH:5]=3)[C:11]2=[O:33])[CH2:28][CH2:29]1)=[O:36])([CH3:40])[CH3:39]. (3) The product is: [Br:1][C:2]1[C:10]([CH3:11])=[CH:9][C:5]2[N:6]([CH:13]3[CH2:14][CH2:15][CH2:16][CH2:17][O:12]3)[CH:7]=[N:8][C:4]=2[CH:3]=1. Given the reactants [Br:1][C:2]1[C:10]([CH3:11])=[CH:9][C:5]2[NH:6][CH:7]=[N:8][C:4]=2[CH:3]=1.[O:12]1[CH:17]=[CH:16][CH2:15][CH2:14][CH2:13]1, predict the reaction product. (4) Given the reactants [C:1]([O:12][CH2:13][CH2:14][C:15]1[CH:20]=[CH:19][CH:18]=[CH:17][CH:16]=1)(=[O:11])[C:2]1[C:3](=[CH:7][CH:8]=[CH:9][CH:10]=1)[C:4]([O-])=[O:5].C(Cl)(=O)C(Cl)=O.[BH4-].[Na+].OS([O-])(=O)=O.[K+], predict the reaction product. The product is: [OH:5][CH2:4][C:3]1[CH:7]=[CH:8][CH:9]=[CH:10][C:2]=1[C:1]([O:12][CH2:13][CH2:14][C:15]1[CH:16]=[CH:17][CH:18]=[CH:19][CH:20]=1)=[O:11]. (5) Given the reactants [OH-].[K+].C[O:4][C:5]([C:7]1[CH:8]=[CH:9][C:10]2[NH:11][C:12]3[C:17]([C:18]=2[CH:19]=1)=[CH:16][CH:15]=[CH:14][CH:13]=3)=[O:6], predict the reaction product. The product is: [CH:9]1[C:10]2[NH:11][C:12]3[C:17](=[CH:16][CH:15]=[CH:14][CH:13]=3)[C:18]=2[CH:19]=[C:7]([C:5]([OH:6])=[O:4])[CH:8]=1. (6) Given the reactants [NH:1]1[CH:7]([CH2:8][C:9]([OH:11])=O)[C:5](=[O:6])[NH:4][C:2]1=[O:3].Cl.Cl.[CH3:14][C:15]1[CH:24]=[C:23]([CH2:25][O:26][C:27]2[CH:33]=[CH:32][C:30]([NH2:31])=[CH:29][CH:28]=2)[C:22]2[C:17](=[CH:18][CH:19]=[CH:20][CH:21]=2)[N:16]=1, predict the reaction product. The product is: [O:3]=[C:2]1[NH:1][CH:7]([CH2:8][C:9]([NH:31][C:30]2[CH:29]=[CH:28][C:27]([O:26][CH2:25][C:23]3[C:22]4[C:17](=[CH:18][CH:19]=[CH:20][CH:21]=4)[N:16]=[C:15]([CH3:14])[CH:24]=3)=[CH:33][CH:32]=2)=[O:11])[C:5](=[O:6])[NH:4]1. (7) Given the reactants Cl[C:2]1[N:7]2[N:8]=[C:9]([CH3:11])[CH:10]=[C:6]2[N:5]=[C:4]([NH:12][C:13]([C@@H:15]2[CH2:17][C@H:16]2[C:18]2[CH:23]=[CH:22][CH:21]=[CH:20][CH:19]=2)=[O:14])[CH:3]=1.[NH:24]1[CH2:29][CH2:28][CH:27]([NH:30][C:31](=[O:33])[CH3:32])[CH2:26][CH2:25]1, predict the reaction product. The product is: [C:31]([NH:30][CH:27]1[CH2:28][CH2:29][N:24]([C:2]2[N:7]3[N:8]=[C:9]([CH3:11])[CH:10]=[C:6]3[N:5]=[C:4]([NH:12][C:13]([C@@H:15]3[CH2:17][C@H:16]3[C:18]3[CH:23]=[CH:22][CH:21]=[CH:20][CH:19]=3)=[O:14])[CH:3]=2)[CH2:25][CH2:26]1)(=[O:33])[CH3:32]. (8) Given the reactants C(OC([N:8]1[CH2:13][C@H:12]([O:14][CH2:15][C:16]2[CH:25]=[C:24]([O:26][CH3:27])[C:23]3[C:18](=[CH:19][CH:20]=[CH:21][CH:22]=3)[CH:17]=2)[C@@H:11]([C:28]2[CH:33]=[CH:32][C:31]([O:34][CH2:35][CH2:36][CH2:37][O:38][CH2:39][C:40]3[CH:45]=[CH:44][CH:43]=[CH:42][C:41]=3[O:46][CH3:47])=[CH:30][CH:29]=2)[C@H:10]([CH2:48][O:49][CH2:50][C@H:51]2[CH2:55][O:54]C(C)(C)[O:52]2)[CH2:9]1)=O)(C)(C)C.C(=O)([O-])O.[Na+].[OH-].[Na+], predict the reaction product. The product is: [CH3:47][O:46][C:41]1[CH:42]=[CH:43][CH:44]=[CH:45][C:40]=1[CH2:39][O:38][CH2:37][CH2:36][CH2:35][O:34][C:31]1[CH:32]=[CH:33][C:28]([C@@H:11]2[C@@H:12]([O:14][CH2:15][C:16]3[CH:25]=[C:24]([O:26][CH3:27])[C:23]4[C:18](=[CH:19][CH:20]=[CH:21][CH:22]=4)[CH:17]=3)[CH2:13][NH:8][CH2:9][C@H:10]2[CH2:48][O:49][CH2:50][C@H:51]([OH:52])[CH2:55][OH:54])=[CH:29][CH:30]=1. (9) The product is: [O:11]=[CH:12][CH2:13][CH2:14][CH:15]1[CH2:16][CH2:17][N:18]([C:21]([O:9][CH2:5][C:6]2[CH:16]=[CH:15][CH:14]=[CH:13][CH:12]=2)=[O:23])[CH2:19][CH2:20]1. Given the reactants CS(C)=O.[C:5](Cl)(=[O:9])[C:6](Cl)=O.[OH:11][CH2:12][CH2:13][CH2:14][CH:15]1[CH2:20][CH2:19][N:18]([C:21]([OH:23])=O)[CH2:17][CH2:16]1.Cl, predict the reaction product.